This data is from Catalyst prediction with 721,799 reactions and 888 catalyst types from USPTO. The task is: Predict which catalyst facilitates the given reaction. (1) Reactant: [F:1][C:2]1[CH:3]=[C:4]([CH:25]=[CH:26][C:27]=1[N+:28]([O-])=O)[C:5]([NH:7][C@H:8]([C:18]([O:20][C:21]([CH3:24])([CH3:23])[CH3:22])=[O:19])[CH2:9][CH2:10][C:11]([O:13][C:14]([CH3:17])([CH3:16])[CH3:15])=[O:12])=[O:6]. Product: [F:1][C:2]1[CH:3]=[C:4]([CH:25]=[CH:26][C:27]=1[NH2:28])[C:5]([NH:7][C@H:8]([C:18]([O:20][C:21]([CH3:23])([CH3:22])[CH3:24])=[O:19])[CH2:9][CH2:10][C:11]([O:13][C:14]([CH3:15])([CH3:16])[CH3:17])=[O:12])=[O:6]. The catalyst class is: 99. (2) The catalyst class is: 812. Reactant: Cl[C:2]1[N:7]=[C:6]([C:8]2[N:12]3[CH:13]=[CH:14][CH:15]=[CH:16][C:11]3=[N:10][C:9]=2[C:17]2[CH:18]=[C:19]([CH:31]=[CH:32][CH:33]=2)[C:20]([NH:22][C:23]2[C:28]([F:29])=[CH:27][CH:26]=[CH:25][C:24]=2[F:30])=[O:21])[CH:5]=[CH:4][N:3]=1.[CH3:34][O:35][C:36]1[CH:42]=[C:41]([CH2:43][CH2:44][CH2:45][N:46]2[CH2:51][CH2:50][N:49]([CH3:52])[CH2:48][CH2:47]2)[CH:40]=[CH:39][C:37]=1[NH2:38].C1(C)C=CC(S(O)(=O)=O)=CC=1.C[O-].[Na+]. Product: [F:30][C:24]1[CH:25]=[CH:26][CH:27]=[C:28]([F:29])[C:23]=1[NH:22][C:20](=[O:21])[C:19]1[CH:31]=[CH:32][CH:33]=[C:17]([C:9]2[N:10]=[C:11]3[CH:16]=[CH:15][CH:14]=[CH:13][N:12]3[C:8]=2[C:6]2[CH:5]=[CH:4][N:3]=[C:2]([NH:38][C:37]3[CH:39]=[CH:40][C:41]([CH2:43][CH2:44][CH2:45][N:46]4[CH2:47][CH2:48][N:49]([CH3:52])[CH2:50][CH2:51]4)=[CH:42][C:36]=3[O:35][CH3:34])[N:7]=2)[CH:18]=1.